Dataset: Full USPTO retrosynthesis dataset with 1.9M reactions from patents (1976-2016). Task: Predict the reactants needed to synthesize the given product. (1) The reactants are: [C:1]([O:9][CH2:10][CH2:11][C@@H:12]1[C@@H:20]([O:21][C:22](=[O:26])[CH:23]([CH3:25])[CH3:24])[C@H:19]([CH3:27])[O:18][C:17](=[O:28])[C@@H:16]([NH:29][C:30](=[O:40])[C:31]2[C:36]([OH:37])=[C:35]([O:38][CH3:39])[CH:34]=[CH:33][N:32]=2)[CH2:15][O:14][C:13]1=[O:41])(=[O:8])[C:2]1[CH:7]=[CH:6][CH:5]=[CH:4][CH:3]=1.C([O-])([O-])=O.[Na+].[Na+].[Na+].[I-].[C:50]([O:55][CH2:56]Cl)(=[O:54])[CH:51]([CH3:53])[CH3:52]. Given the product [C:1]([O:9][CH2:10][CH2:11][C@@H:12]1[C@@H:20]([O:21][C:22](=[O:26])[CH:23]([CH3:25])[CH3:24])[C@H:19]([CH3:27])[O:18][C:17](=[O:28])[C@@H:16]([NH:29][C:30](=[O:40])[C:31]2[C:36]([O:37][CH2:56][O:55][C:50](=[O:54])[CH:51]([CH3:53])[CH3:52])=[C:35]([O:38][CH3:39])[CH:34]=[CH:33][N:32]=2)[CH2:15][O:14][C:13]1=[O:41])(=[O:8])[C:2]1[CH:7]=[CH:6][CH:5]=[CH:4][CH:3]=1, predict the reactants needed to synthesize it. (2) Given the product [F:13][C:14]1[CH:19]=[CH:18][CH:17]=[C:16]([C:20]([F:21])([F:22])[F:23])[C:15]=1[S:25][CH3:24], predict the reactants needed to synthesize it. The reactants are: C([Li])CCC.C(NC(C)C)(C)C.[F:13][C:14]1[CH:15]=[C:16]([C:20]([F:23])([F:22])[F:21])[CH:17]=[CH:18][CH:19]=1.[CH3:24][S:25]SC.